Dataset: Forward reaction prediction with 1.9M reactions from USPTO patents (1976-2016). Task: Predict the product of the given reaction. (1) Given the reactants [N:1]1([CH2:6][CH2:7][N:8]2[C:16]3[C:11](=[CH:12][C:13](N)=[CH:14][CH:15]=3)[CH:10]=[N:9]2)[CH2:5][CH2:4][CH2:3][CH2:2]1.N([O-])=O.[Na+].[BrH:22], predict the reaction product. The product is: [Br:22][C:13]1[CH:12]=[C:11]2[C:16](=[CH:15][CH:14]=1)[N:8]([CH2:7][CH2:6][N:1]1[CH2:5][CH2:4][CH2:3][CH2:2]1)[N:9]=[CH:10]2. (2) Given the reactants [NH2:1][C:2]1[CH:3]=[C:4]([CH:7]=[C:8]([N:11]2[CH2:16][CH2:15][C@@H:14]([NH2:17])[C@H:13]([OH:18])[CH2:12]2)[C:9]=1[Cl:10])[C:5]#[N:6].C([O-])(=O)C.[K+].[Cl:24][CH2:25][C:26](Cl)=[O:27], predict the reaction product. The product is: [NH2:1][C:2]1[C:9]([Cl:10])=[C:8]([N:11]2[CH2:16][CH2:15][C@@H:14]([NH:17][C:26](=[O:27])[CH2:25][Cl:24])[C@H:13]([OH:18])[CH2:12]2)[CH:7]=[C:4]([C:5]#[N:6])[CH:3]=1.